Predict which catalyst facilitates the given reaction. From a dataset of Catalyst prediction with 721,799 reactions and 888 catalyst types from USPTO. (1) Reactant: [C:1]1([N:7]2[C:11]([NH2:12])=[CH:10][C:9]([C:13]3([C:16]([F:19])([F:18])[F:17])[CH2:15][CH2:14]3)=[N:8]2)[CH:6]=[CH:5][CH:4]=[CH:3][CH:2]=1.[OH-].[Na+].Cl.[C:23]1(C)C=CC(NN)=CC=1. Product: [C:4]1([CH3:23])[CH:3]=[CH:2][C:1]([N:7]2[C:11]([NH2:12])=[CH:10][C:9]([C:13]3([C:16]([F:18])([F:19])[F:17])[CH2:15][CH2:14]3)=[N:8]2)=[CH:6][CH:5]=1. The catalyst class is: 88. (2) Reactant: [N:1]1([C:6]2[CH:23]=[CH:22][C:9]([O:10][CH2:11][CH2:12][C@@H:13]3[CH2:15][C@@H:14]3[CH:16]3[CH2:21][CH2:20][NH:19][CH2:18][CH2:17]3)=[CH:8][CH:7]=2)[CH:5]=[N:4][N:3]=[N:2]1.[CH:24]1([CH2:30][C:31](O)=[O:32])[CH2:29][CH2:28][CH2:27][CH2:26][CH2:25]1.C(Cl)CCl.C1C=CC2N(O)N=NC=2C=1.C(N(C(C)C)CC)(C)C. Product: [CH:24]1([CH2:30][C:31]([N:19]2[CH2:20][CH2:21][CH:16]([C@H:14]3[CH2:15][C@H:13]3[CH2:12][CH2:11][O:10][C:9]3[CH:8]=[CH:7][C:6]([N:1]4[CH:5]=[N:4][N:3]=[N:2]4)=[CH:23][CH:22]=3)[CH2:17][CH2:18]2)=[O:32])[CH2:29][CH2:28][CH2:27][CH2:26][CH2:25]1. The catalyst class is: 9. (3) Reactant: [N+:1]([O-:4])(O)=[O:2].S(=O)(=O)(O)O.[CH3:10][C:11]1[CH:12]=[N+:13]([O-:18])[CH:14]=[C:15]([CH3:17])[CH:16]=1. Product: [CH3:10][C:11]1[CH:12]=[N+:13]([O-:18])[CH:14]=[C:15]([CH3:17])[C:16]=1[N+:1]([O-:4])=[O:2]. The catalyst class is: 6. (4) Reactant: [C:1]([O:5][C:6]([NH:8][CH2:9][CH2:10][NH2:11])=[O:7])([CH3:4])([CH3:3])[CH3:2].[CH3:12][C:13]1[N:14]([C:18]2[CH:25]=[CH:24][C:21]([CH:22]=O)=[CH:20][CH:19]=2)[CH:15]=[CH:16][N:17]=1.C(O)(=O)C.C(O[BH-](O[C:40](=[O:42])[CH3:41])OC(=O)C)(=O)C.[Na+]. The catalyst class is: 4. Product: [C:1]([O:5][C:6]([N:8]1[CH2:9][CH2:10][N:11]([CH2:22][C:21]2[CH:24]=[CH:25][C:18]([N:14]3[CH:15]=[CH:16][N:17]=[C:13]3[CH3:12])=[CH:19][CH:20]=2)[C:40](=[O:42])[CH2:41]1)=[O:7])([CH3:4])([CH3:3])[CH3:2]. (5) Reactant: Br[C:2]1[CH:3]=[C:4]([F:12])[C:5]([C:8]([O:10][CH3:11])=[O:9])=[N:6][CH:7]=1.[N:13]1[CH:18]=[CH:17][C:16]([S:19]([NH2:22])(=[O:21])=[O:20])=[CH:15][CH:14]=1.CC1(C)C2C(=C(P(C3C=CC=CC=3)C3C=CC=CC=3)C=CC=2)OC2C(P(C3C=CC=CC=3)C3C=CC=CC=3)=CC=CC1=2.C(=O)([O-])[O-].[Cs+].[Cs+]. Product: [F:12][C:4]1[C:5]([C:8]([O:10][CH3:11])=[O:9])=[N:6][CH:7]=[C:2]([NH:22][S:19]([C:16]2[CH:17]=[CH:18][N:13]=[CH:14][CH:15]=2)(=[O:21])=[O:20])[CH:3]=1. The catalyst class is: 62. (6) Reactant: [CH2:1]([O:3][C:4](=[O:18])[C:5](=[N:16][NH2:17])[C:6]([C:8]1[CH:13]=[CH:12][CH:11]=[C:10]([Cl:14])[C:9]=1F)=[O:7])[CH3:2].CS(O[CH2:24][C:25]1[CH:26]=[N:27][C:28]([Br:31])=[CH:29][CH:30]=1)(=O)=O.[H-].[Na+].[Cl-].[NH4+]. Product: [Br:31][C:28]1[N:27]=[CH:26][C:25]([CH2:24][N:17]2[C:9]3[C:8](=[CH:13][CH:12]=[CH:11][C:10]=3[Cl:14])[C:6](=[O:7])[C:5]([C:4]([O:3][CH2:1][CH3:2])=[O:18])=[N:16]2)=[CH:30][CH:29]=1. The catalyst class is: 6. (7) Reactant: [CH2:1]1[C:10](=O)[CH2:9][C:8]2[C:3](=[CH:4][CH:5]=[CH:6][CH:7]=2)[CH2:2]1.[C:12]1([C@H:18]([NH2:20])[CH3:19])[CH:17]=[CH:16][CH:15]=[CH:14][CH:13]=1.C(O)=O. Product: [C:12]1([C@H:18]([NH:20][CH:10]2[CH2:1][CH2:2][C:3]3[C:8](=[CH:7][CH:6]=[CH:5][CH:4]=3)[CH2:9]2)[CH3:19])[CH:17]=[CH:16][CH:15]=[CH:14][CH:13]=1. The catalyst class is: 5.